This data is from Catalyst prediction with 721,799 reactions and 888 catalyst types from USPTO. The task is: Predict which catalyst facilitates the given reaction. (1) Reactant: [CH3:1][O:2][C:3]1[C:8]2[C:9]([CH3:15])=[C:10]([C:12]([OH:14])=O)[O:11][C:7]=2[CH:6]=[CH:5][CH:4]=1.C(Cl)(=O)C(Cl)=O.CN(C=O)C.[CH3:27][O:28][C:29](=[O:51])[C@@H:30]([NH:34][S:35]([C:38]1[CH:43]=[CH:42][C:41]([C:44]2[CH:49]=[CH:48][C:47]([NH2:50])=[CH:46][CH:45]=2)=[CH:40][CH:39]=1)(=[O:37])=[O:36])[CH:31]([CH3:33])[CH3:32]. Product: [CH3:27][O:28][C:29](=[O:51])[C@@H:30]([NH:34][S:35]([C:38]1[CH:43]=[CH:42][C:41]([C:44]2[CH:45]=[CH:46][C:47]([NH:50][C:12]([C:10]3[O:11][C:7]4[CH:6]=[CH:5][CH:4]=[C:3]([O:2][CH3:1])[C:8]=4[C:9]=3[CH3:15])=[O:14])=[CH:48][CH:49]=2)=[CH:40][CH:39]=1)(=[O:37])=[O:36])[CH:31]([CH3:33])[CH3:32]. The catalyst class is: 17. (2) Reactant: [CH2:1]([N:3]1[C:7]([CH2:8][C:9]#[N:10])=[CH:6][CH:5]=[N:4]1)[CH3:2].[CH3:11][N:12]([CH:14](OC)OC)[CH3:13]. Product: [CH3:11][N:12]([CH3:13])[CH:14]=[C:8]([C:7]1[N:3]([CH2:1][CH3:2])[N:4]=[CH:5][CH:6]=1)[C:9]#[N:10]. The catalyst class is: 11. (3) Reactant: [CH2:1]([Li])CCC.[F:6][C:7]1[CH:14]=[CH:13][C:10]([CH:11]=O)=[CH:9][C:8]=1[O:15][CH3:16]. Product: [F:6][C:7]1[CH:14]=[CH:13][C:10]([CH:11]=[CH2:1])=[CH:9][C:8]=1[O:15][CH3:16]. The catalyst class is: 307. (4) Reactant: [C:1]12([C:7]3[CH:12]=[CH:11][C:10]([N:13]4[CH2:17][C@H:16]([CH2:18][NH:19][C:20](=[O:22])[CH3:21])[O:15][C:14]4=[O:23])=[CH:9][CH:8]=3)[CH2:6][CH:5]1[CH2:4][NH:3][CH2:2]2.C(N(CC)CC)C.Cl[C:32]([O:34][CH2:35][CH:36]=[CH2:37])=[O:33]. Product: [CH2:35]([O:34][C:32]([N:3]1[CH2:4][CH:5]2[C:1]([C:7]3[CH:8]=[CH:9][C:10]([N:13]4[CH2:17][C@H:16]([CH2:18][NH:19][C:20](=[O:22])[CH3:21])[O:15][C:14]4=[O:23])=[CH:11][CH:12]=3)([CH2:6]2)[CH2:2]1)=[O:33])[CH:36]=[CH2:37]. The catalyst class is: 34. (5) Reactant: Cl[CH2:2][CH2:3][CH2:4][O:5][C:6]1[CH:11]=[CH:10][C:9]([C:12]2[CH:17]=[CH:16][C:15]([O:18][CH2:19][CH2:20][CH2:21][N:22]3[CH2:27][CH2:26][CH2:25][CH2:24][CH2:23]3)=[CH:14][CH:13]=2)=[CH:8][CH:7]=1.[NH:28]1[CH2:32][CH2:31][CH2:30][CH2:29]1.C(=O)([O-])[O-].[K+].[K+]. Product: [N:22]1([CH2:21][CH2:20][CH2:19][O:18][C:15]2[CH:16]=[CH:17][C:12]([C:9]3[CH:10]=[CH:11][C:6]([O:5][CH2:4][CH2:3][CH2:2][N:28]4[CH2:32][CH2:31][CH2:30][CH2:29]4)=[CH:7][CH:8]=3)=[CH:13][CH:14]=2)[CH2:27][CH2:26][CH2:25][CH2:24][CH2:23]1. The catalyst class is: 9. (6) Reactant: N1C=CC=CC=1.[NH2:7][C:8]1[CH:15]=[C:14]([Cl:16])[CH:13]=[CH:12][C:9]=1[CH:10]=[O:11].[CH2:17]([O:19][P:20]([CH2:25][C:26](Cl)=[O:27])(=[O:24])[O:21][CH2:22][CH3:23])[CH3:18]. Product: [CH2:22]([O:21][P:20]([CH2:25][C:26](=[O:27])[NH:7][C:8]1[CH:15]=[C:14]([Cl:16])[CH:13]=[CH:12][C:9]=1[CH:10]=[O:11])(=[O:24])[O:19][CH2:17][CH3:18])[CH3:23]. The catalyst class is: 11. (7) Reactant: [CH:1]([C:4]1[N:5]=[C:6]([CH2:9][CH2:10][C:11]2[CH:16]=[CH:15][N:14]=[C:13]([NH2:17])[CH:12]=2)[S:7][CH:8]=1)([CH3:3])[CH3:2].[CH2:18]([O:20][C:21]([CH2:23][O:24][C:25](=[C:31](OC)N(C)C)[C:26](OCC)=[O:27])=[O:22])[CH3:19]. Product: [CH:1]([C:4]1[N:5]=[C:6]([CH2:9][CH2:10][C:11]2[CH:16]=[CH:15][N:14]3[C:26](=[O:27])[C:25]([O:24][CH2:23][C:21]([O:20][CH2:18][CH3:19])=[O:22])=[CH:31][N:17]=[C:13]3[CH:12]=2)[S:7][CH:8]=1)([CH3:3])[CH3:2]. The catalyst class is: 113.